From a dataset of Catalyst prediction with 721,799 reactions and 888 catalyst types from USPTO. Predict which catalyst facilitates the given reaction. (1) Reactant: CC(C1C=C(C(C)C)C(C2C=CC=CC=2P(C2CCCCC2)C2CCCCC2)=C(C(C)C)C=1)C.Br[C:36]1[CH:41]=[CH:40][C:39]([C:42]2([C:46]([O:48][CH3:49])=[O:47])[CH2:45][CH2:44][CH2:43]2)=[CH:38][CH:37]=1.C(=O)([O-])[O-].[Cs+].[Cs+].[CH2:56]([O:58][C:59](=[O:63])[CH2:60][CH2:61][NH2:62])[CH3:57].C(N(C(C)C)CC)(C)C. Product: [CH2:56]([O:58][C:59](=[O:63])[CH2:60][CH2:61][NH:62][C:36]1[CH:41]=[CH:40][C:39]([C:42]2([C:46]([O:48][CH3:49])=[O:47])[CH2:45][CH2:44][CH2:43]2)=[CH:38][CH:37]=1)[CH3:57]. The catalyst class is: 167. (2) The catalyst class is: 2. Reactant: S(O)(O)(=O)=O.[CH3:6][S:7][C:8](=[NH:10])[NH2:9].[CH3:6][S:7][C:8](=[NH:10])[NH2:9].[OH-].[Na+].[C:18](O[C:18]([O:20][C:21]([CH3:24])([CH3:23])[CH3:22])=[O:19])([O:20][C:21]([CH3:24])([CH3:23])[CH3:22])=[O:19]. Product: [C:18]([NH:10][C:8](=[NH:9])[S:7][CH3:6])([O:20][C:21]([CH3:24])([CH3:23])[CH3:22])=[O:19]. (3) Reactant: [O:1]1[CH2:5][CH2:4]OC1.FC1C=CC(NC(=O)OC(C)(C)C)=C(NC2N=C(N[C@H:29]3[C:38]4C(=CC=C[CH:37]=4)[C:32](=[O:39])[CH2:31][CH2:30]3)C([N+]([O-])=O)=CN=2)C=1.FC1C=CC(NC(=O)OC(C)(C)C)=C(NC2N=C(SC#N)C([N+]([O-])=O)=CN=2)C=1.[NH2:71][C@H:72]1[C:81]2[C:76](=[CH:77][CH:78]=[CH:79][CH:80]=2)[C:75](=[O:82])[CH2:74][CH2:73]1. Product: [O:82]=[C:75]1[C:76]2[C:81](=[CH:80][CH:79]=[CH:78][CH:77]=2)[C@H:72]([N:71]2[C:5](=[O:1])[C:4]3[C:31](=[CH:30][CH:29]=[CH:38][CH:37]=3)[C:32]2=[O:39])[CH2:73][CH2:74]1. The catalyst class is: 31.